This data is from Forward reaction prediction with 1.9M reactions from USPTO patents (1976-2016). The task is: Predict the product of the given reaction. (1) The product is: [F:1][C:2]([F:13])([S:9]([O:19][N:20]1[C:24](=[O:25])[CH2:23][CH2:22][C:21]1=[O:26])(=[O:11])=[O:10])[C:3]([F:8])([F:7])[CH2:4][CH2:5][OH:6]. Given the reactants [F:1][C:2]([F:13])([S:9](Cl)(=[O:11])=[O:10])[C:3]([F:8])([F:7])[CH2:4][CH2:5][OH:6].C(=O)([O-])O.[Na+].[OH:19][N:20]1[C:24](=[O:25])[CH2:23][CH2:22][C:21]1=[O:26].O, predict the reaction product. (2) Given the reactants [CH3:1][O:2][C:3]([C:5]1([CH2:11][CH2:12][CH:13]=O)[CH2:10][CH2:9][O:8][CH2:7][CH2:6]1)=[O:4].[F:15][C:16]1[CH:21]=[C:20]([N:22]2[CH2:26][CH2:25][C@H:24]([N:27]3[CH2:31][CH2:30][CH2:29][C@@H:28]3[CH3:32])[CH2:23]2)[CH:19]=[CH:18][C:17]=1[NH2:33].C(O)(=O)C.[BH-](OC(C)=O)(OC(C)=O)OC(C)=O.[Na+], predict the reaction product. The product is: [CH3:1][O:2][C:3]([C:5]1([CH2:11][CH2:12][CH2:13][NH:33][C:17]2[CH:18]=[CH:19][C:20]([N:22]3[CH2:26][CH2:25][C@H:24]([N:27]4[CH2:31][CH2:30][CH2:29][C@@H:28]4[CH3:32])[CH2:23]3)=[CH:21][C:16]=2[F:15])[CH2:6][CH2:7][O:8][CH2:9][CH2:10]1)=[O:4].